Task: Predict the product of the given reaction.. Dataset: Forward reaction prediction with 1.9M reactions from USPTO patents (1976-2016) Given the reactants [OH:1][C:2]([CH3:7])([CH3:6])[C:3]([OH:5])=[O:4].C(=O)(O)[O-].[Na+].[CH2:13](Br)[C:14]1[CH:19]=[CH:18][CH:17]=[CH:16][CH:15]=1, predict the reaction product. The product is: [OH:1][C:2]([CH3:7])([CH3:6])[C:3]([O:5][CH2:13][C:14]1[CH:19]=[CH:18][CH:17]=[CH:16][CH:15]=1)=[O:4].